This data is from Reaction yield outcomes from USPTO patents with 853,638 reactions. The task is: Predict the reaction yield, written as a fraction of the theoretical maximum amount of product (1.0 means a 100% yield; for example, 0.34 means a 34% yield). (1) The reactants are C([C:4]1([C:10]2[C:18]3[C:13](=[CH:14][CH:15]=[C:16]([NH:19][C:20]([C:22]4[CH:27]=[CH:26][C:25]([NH2:28])=[CH:24][CH:23]=4)=[O:21])[CH:17]=3)[NH:12][N:11]=2)[CH:9]=[CH:8][CH:7]=[CH:6][CH2:5]1)(=O)C.Cl. The catalyst is N.CO. The product is [NH2:28][C:25]1[CH:24]=[CH:23][C:22]([C:20]([NH:19][C:16]2[CH:17]=[C:18]3[C:13](=[CH:14][CH:15]=2)[NH:12][N:11]=[C:10]3[C:4]2[CH:5]=[CH:6][CH:7]=[CH:8][CH:9]=2)=[O:21])=[CH:27][CH:26]=1. The yield is 0.920. (2) The reactants are F[C:2]1[CH:9]=[C:8]([C:10]([F:13])([F:12])[F:11])[CH:7]=[CH:6][C:3]=1[C:4]#[N:5].[F:14][C:15]([F:24])([F:23])[C:16]1[N:21]=[CH:20][C:19]([OH:22])=[CH:18][CH:17]=1.C([O-])([O-])=O.[Cs+].[Cs+]. The catalyst is CN(C=O)C.O. The product is [F:11][C:10]([F:13])([F:12])[C:8]1[CH:7]=[CH:6][C:3]([C:4]#[N:5])=[C:2]([O:22][C:19]2[CH:20]=[N:21][C:16]([C:15]([F:24])([F:14])[F:23])=[CH:17][CH:18]=2)[CH:9]=1. The yield is 0.870. (3) The reactants are [N:1]([CH2:4][C:5]([O:7][CH2:8][CH3:9])=[O:6])=[C:2]=[O:3].Cl.[NH2:11][C@@H:12]([CH2:17][NH:18][C:19]([O:21][C:22]([CH3:25])([CH3:24])[CH3:23])=[O:20])[C:13]([O:15][CH3:16])=[O:14]. The yield is 0.850. The catalyst is O1CCCC1. The product is [CH2:8]([O:7][C:5]([CH2:4][NH:1][C:2]([NH:11][C@@H:12]([CH2:17][NH:18][C:19]([O:21][C:22]([CH3:25])([CH3:24])[CH3:23])=[O:20])[C:13]([O:15][CH3:16])=[O:14])=[O:3])=[O:6])[CH3:9]. (4) The reactants are CS[C:3]1[C:4]2[CH:12]=[CH:11][N:10]=[CH:9][C:5]=2[N:6]=[CH:7][N:8]=1.[CH2:13]([NH2:20])[C:14]1[CH:19]=[CH:18][CH:17]=[CH:16][CH:15]=1. No catalyst specified. The product is [CH2:13]([NH:20][C:3]1[C:4]2[CH:12]=[CH:11][N:10]=[CH:9][C:5]=2[N:6]=[CH:7][N:8]=1)[C:14]1[CH:19]=[CH:18][CH:17]=[CH:16][CH:15]=1. The yield is 0.200. (5) The reactants are C([O:3][C:4]([C:6]1[C:7]2[N:14]=[C:13]([C:15]3[CH:20]=[CH:19][CH:18]=[CH:17][C:16]=3[C:21]([F:24])([F:23])[F:22])[NH:12][C:8]=2[CH:9]=[N:10][CH:11]=1)=[O:5])C.Cl. The catalyst is [OH-].[Na+].C(O)C. The product is [F:24][C:21]([F:22])([F:23])[C:16]1[CH:17]=[CH:18][CH:19]=[CH:20][C:15]=1[C:13]1[NH:12][C:8]2[CH:9]=[N:10][CH:11]=[C:6]([C:4]([OH:5])=[O:3])[C:7]=2[N:14]=1. The yield is 0.850. (6) The reactants are [CH3:1][C:2]1[C:16](=[O:17])[N:15]=[C:14]2[N:4]([C@@H:5]3[O:9][C@H:8]([CH2:10][OH:11])[C@@H:7]([OH:12])[C@@H:6]3[O:13]2)[CH:3]=1.[CH3:18][O:19][CH2:20][CH2:21][O:22]B([O:22][CH2:21][CH2:20][O:19][CH3:18])[O:22][CH2:21][CH2:20][O:19][CH3:18]. The catalyst is COCCO. The product is [CH3:18][O:19][CH2:20][CH2:21][O:22][C@@H:6]1[C@H:7]([OH:12])[C@@H:8]([CH2:10][OH:11])[O:9][C@H:5]1[N:4]1[CH:3]=[C:2]([CH3:1])[C:16](=[O:17])[NH:15][C:14]1=[O:13]. The yield is 0.630.